This data is from Peptide-MHC class II binding affinity with 134,281 pairs from IEDB. The task is: Regression. Given a peptide amino acid sequence and an MHC pseudo amino acid sequence, predict their binding affinity value. This is MHC class II binding data. (1) The peptide sequence is TLGEVWKRELNLLDK. The MHC is DRB3_0101 with pseudo-sequence DRB3_0101. The binding affinity (normalized) is 0.346. (2) The peptide sequence is PIYIVTPTNASHIQS. The MHC is DRB3_0101 with pseudo-sequence DRB3_0101. The binding affinity (normalized) is 0.248. (3) The peptide sequence is FNLIDTKCYKLEH. The MHC is DRB3_0101 with pseudo-sequence DRB3_0101. The binding affinity (normalized) is 0. (4) The peptide sequence is ESKYFAATQFEPLAA. The MHC is DRB1_1602 with pseudo-sequence DRB1_1602. The binding affinity (normalized) is 0.517. (5) The peptide sequence is VVKVQRPTPKGTVMDII. The MHC is DRB1_0301 with pseudo-sequence DRB1_0301. The binding affinity (normalized) is 0.208. (6) The peptide sequence is MFFVKNPTDTGHGTV. The MHC is DRB1_1301 with pseudo-sequence DRB1_1301. The binding affinity (normalized) is 0.253.